This data is from Catalyst prediction with 721,799 reactions and 888 catalyst types from USPTO. The task is: Predict which catalyst facilitates the given reaction. (1) Reactant: Br[C:2]1[CH:3]=[C:4]([C:9](=[O:12])[CH2:10][CH3:11])[CH:5]=[CH:6][C:7]=1[F:8].C([O-])(=O)C.[K+].[CH3:18][C:19]1([CH3:35])[C:23]([CH3:25])([CH3:24])[O:22][B:21]([B:21]2[O:22][C:23]([CH3:25])([CH3:24])[C:19]([CH3:35])([CH3:18])[O:20]2)[O:20]1.C(Cl)Cl. The catalyst class is: 151. Product: [F:8][C:7]1[CH:6]=[CH:5][C:4]([C:9](=[O:12])[CH2:10][CH3:11])=[CH:3][C:2]=1[B:21]1[O:22][C:23]([CH3:25])([CH3:24])[C:19]([CH3:35])([CH3:18])[O:20]1. (2) Reactant: C(=O)([O-])[O-].[Cs+].[Cs+].[Cl:7][C:8]1[CH:39]=[CH:38][C:11]([CH2:12][NH:13][C:14]([C:16]2[C:17](=[O:37])[C:18]3[CH:34]=[C:33]([CH2:35]Cl)[S:32][C:19]=3[N:20]([CH2:22][CH2:23][CH2:24][O:25][CH:26]3[CH2:31][CH2:30][CH2:29][CH2:28][O:27]3)[CH:21]=2)=[O:15])=[CH:10][CH:9]=1.[O:40]1[CH:44]=[CH:43][CH:42]=[C:41]1[C@H:45]([OH:49])[CH2:46][NH:47][CH3:48]. The catalyst class is: 3. Product: [Cl:7][C:8]1[CH:39]=[CH:38][C:11]([CH2:12][NH:13][C:14]([C:16]2[C:17](=[O:37])[C:18]3[CH:34]=[C:33]([CH2:35][N:47]([CH2:46][C@H:45]([C:41]4[O:40][CH:44]=[CH:43][CH:42]=4)[OH:49])[CH3:48])[S:32][C:19]=3[N:20]([CH2:22][CH2:23][CH2:24][O:25][CH:26]3[CH2:31][CH2:30][CH2:29][CH2:28][O:27]3)[CH:21]=2)=[O:15])=[CH:10][CH:9]=1. (3) The catalyst class is: 7. Reactant: [OH:1][C:2]1[CH:3]=[C:4]([O:16][C:17]2[CH:22]=[CH:21][C:20]([S:23]([CH3:26])(=[O:25])=[O:24])=C[CH:18]=2)[CH:5]=[C:6]2[C:10]=1[NH:9][C:8]([C:11]([O:13][CH2:14]C)=[O:12])=[CH:7]2.C(P(CCCC)CCCC)CCC.[N:40](C(N1CCCCC1)=O)=NC(N1CCCCC1)=O.[CH3:58][O:59][CH2:60][CH:61](O)[CH2:62][O:63][CH3:64]. Product: [CH3:58][O:59][CH2:60][CH:61]([CH2:62][O:63][CH3:64])[O:1][C:2]1[CH:3]=[C:4]([O:16][C:17]2[CH:18]=[N:40][C:20]([S:23]([CH3:26])(=[O:25])=[O:24])=[CH:21][CH:22]=2)[CH:5]=[C:6]2[C:10]=1[NH:9][C:8]([C:11]([O:13][CH3:14])=[O:12])=[CH:7]2. (4) Reactant: [F:1][CH:2]([F:38])[C:3]1[N:7]([C:8]2[N:13]=[C:12]([N:14]3[CH2:19][CH2:18][O:17][CH2:16][CH2:15]3)[N:11]=[C:10]([N:20]3[CH2:25][CH2:24][N:23]([C:26]([O:28][C:29]([CH3:32])([CH3:31])[CH3:30])=[O:27])[CH2:22][CH2:21]3)[N:9]=2)[C:6]2[CH:33]=[CH:34][CH:35]=[C:36]([OH:37])[C:5]=2[N:4]=1.Br[CH2:40][CH2:41][CH2:42][OH:43].C([O-])([O-])=O.[K+].[K+]. Product: [F:38][CH:2]([F:1])[C:3]1[N:7]([C:8]2[N:13]=[C:12]([N:14]3[CH2:15][CH2:16][O:17][CH2:18][CH2:19]3)[N:11]=[C:10]([N:20]3[CH2:25][CH2:24][N:23]([C:26]([O:28][C:29]([CH3:32])([CH3:30])[CH3:31])=[O:27])[CH2:22][CH2:21]3)[N:9]=2)[C:6]2[CH:33]=[CH:34][CH:35]=[C:36]([O:37][CH2:40][CH2:41][CH2:42][OH:43])[C:5]=2[N:4]=1. The catalyst class is: 3. (5) Reactant: Cl.C(N=C=NCCCN(C)C)C.[CH3:13][O:14][C:15]([N:17]1[CH2:22][CH2:21][CH:20]([O:23][C:24]([NH:26][C:27]2([C:33](O)=[O:34])[CH2:32][CH2:31][CH2:30][CH2:29][CH2:28]2)=[O:25])[CH2:19][CH2:18]1)=[O:16].[NH2:36][C@@H:37]([CH:51]([CH3:53])[CH3:52])[C@H:38]([OH:50])[C:39]([NH:41][C@H:42]1[CH2:48][CH2:47][CH2:46][CH2:45][NH:44][C:43]1=[O:49])=[O:40].ON1C2C=CC=CC=2N=N1. Product: [CH3:13][O:14][C:15]([N:17]1[CH2:18][CH2:19][CH:20]([O:23][C:24](=[O:25])[NH:26][C:27]2([C:33]([NH:36][C@@H:37]([CH:51]([CH3:53])[CH3:52])[C@H:38]([OH:50])[C:39]([NH:41][C@H:42]3[CH2:48][CH2:47][CH2:46][CH2:45][NH:44][C:43]3=[O:49])=[O:40])=[O:34])[CH2:28][CH2:29][CH2:30][CH2:31][CH2:32]2)[CH2:21][CH2:22]1)=[O:16]. The catalyst class is: 2. (6) Reactant: [NH2:1][CH2:2][C@@H:3]1[C@H:7]([OH:8])[CH2:6][N:5]([CH2:9][CH2:10][N:11]2[C:20]3[C:15](=[N:16][CH:17]=[C:18]([F:21])[CH:19]=3)[CH:14]=[CH:13][C:12]2=[O:22])[CH2:4]1.[O:23]1[C:32]2[CH:31]=[C:30]([CH:33]=O)[N:29]=[CH:28][C:27]=2[O:26][CH2:25][CH2:24]1.C(=O)([O-])[O-].[Na+].[Na+].C(O[BH-](OC(=O)C)OC(=O)C)(=O)C.[Na+].C(Cl)[Cl:56]. Product: [ClH:56].[O:23]1[C:32]2[CH:31]=[C:30]([CH2:33][NH:1][CH2:2][C@@H:3]3[C@H:7]([OH:8])[CH2:6][N:5]([CH2:9][CH2:10][N:11]4[C:20]5[C:15](=[N:16][CH:17]=[C:18]([F:21])[CH:19]=5)[CH:14]=[CH:13][C:12]4=[O:22])[CH2:4]3)[N:29]=[CH:28][C:27]=2[O:26][CH2:25][CH2:24]1. The catalyst class is: 5. (7) Reactant: [CH:1]([O:8]CC)([O:5][CH2:6][CH3:7])OCC.[F:11][C:12]([F:19])([F:18])[C:13]([CH3:17])=[CH:14][CH2:15]O.[C:20](O)(=O)CC. Product: [CH3:17][C:13]([C:12]([F:19])([F:18])[F:11])([CH:14]=[CH2:15])[CH2:20][C:1]([O:5][CH2:6][CH3:7])=[O:8]. The catalyst class is: 27. (8) Reactant: [NH2:1][C:2]1[S:3][C:4]([CH:7]([CH3:9])[CH3:8])=[CH:5][N:6]=1.CCN(CC1C=CC=CC=1)CC.C=CC1C=CC=CC=1.C=CC1C=CC(C=C)=CC=1.Cl[C:41](=[O:58])[C@H:42]([C:44]1[CH:49]=[CH:48][C:47]([NH:50][C:51](=[O:57])[O:52][C:53]([CH3:56])([CH3:55])[CH3:54])=[CH:46][CH:45]=1)[CH3:43]. Product: [CH:7]([C:4]1[S:3][C:2]([NH:1][C:41](=[O:58])[C@H:42]([C:44]2[CH:45]=[CH:46][C:47]([NH:50][C:51](=[O:57])[O:52][C:53]([CH3:55])([CH3:54])[CH3:56])=[CH:48][CH:49]=2)[CH3:43])=[N:6][CH:5]=1)([CH3:9])[CH3:8]. The catalyst class is: 7.